From a dataset of NCI-60 drug combinations with 297,098 pairs across 59 cell lines. Regression. Given two drug SMILES strings and cell line genomic features, predict the synergy score measuring deviation from expected non-interaction effect. (1) Drug 1: CC1=C2C(C(=O)C3(C(CC4C(C3C(C(C2(C)C)(CC1OC(=O)C(C(C5=CC=CC=C5)NC(=O)C6=CC=CC=C6)O)O)OC(=O)C7=CC=CC=C7)(CO4)OC(=O)C)O)C)OC(=O)C. Drug 2: C#CCC(CC1=CN=C2C(=N1)C(=NC(=N2)N)N)C3=CC=C(C=C3)C(=O)NC(CCC(=O)O)C(=O)O. Cell line: U251. Synergy scores: CSS=41.8, Synergy_ZIP=2.11, Synergy_Bliss=-0.713, Synergy_Loewe=-13.8, Synergy_HSA=0.280. (2) Drug 1: C1C(C(OC1N2C=C(C(=O)NC2=O)F)CO)O. Drug 2: CC1=C(N=C(N=C1N)C(CC(=O)N)NCC(C(=O)N)N)C(=O)NC(C(C2=CN=CN2)OC3C(C(C(C(O3)CO)O)O)OC4C(C(C(C(O4)CO)O)OC(=O)N)O)C(=O)NC(C)C(C(C)C(=O)NC(C(C)O)C(=O)NCCC5=NC(=CS5)C6=NC(=CS6)C(=O)NCCC[S+](C)C)O. Cell line: SF-539. Synergy scores: CSS=51.5, Synergy_ZIP=-6.14, Synergy_Bliss=-3.95, Synergy_Loewe=-0.417, Synergy_HSA=1.84. (3) Drug 1: CC(CN1CC(=O)NC(=O)C1)N2CC(=O)NC(=O)C2. Drug 2: C1=C(C(=O)NC(=O)N1)F. Cell line: SK-MEL-28. Synergy scores: CSS=37.2, Synergy_ZIP=5.79, Synergy_Bliss=7.06, Synergy_Loewe=6.09, Synergy_HSA=11.4.